This data is from Full USPTO retrosynthesis dataset with 1.9M reactions from patents (1976-2016). The task is: Predict the reactants needed to synthesize the given product. (1) Given the product [Cl:20][CH2:19][CH2:18][N:6]1[CH2:7][C@@H:2]2[CH2:8][C@H:5]1[CH2:4][S:3]2(=[O:10])=[O:9], predict the reactants needed to synthesize it. The reactants are: Br.[C@H:2]12[CH2:8][C@H:5]([NH:6][CH2:7]1)[CH2:4][S:3]2(=[O:10])=[O:9].C(=O)([O-])[O-].[K+].[K+].Br[CH2:18][CH2:19][Cl:20].O. (2) Given the product [Br:1][C:2]1[C:8]([F:9])=[CH:7][C:5]([NH2:6])=[C:4]([Cl:18])[C:3]=1[F:10], predict the reactants needed to synthesize it. The reactants are: [Br:1][C:2]1[C:8]([F:9])=[CH:7][C:5]([NH2:6])=[CH:4][C:3]=1[F:10].C1C(=O)N([Cl:18])C(=O)C1.